This data is from Catalyst prediction with 721,799 reactions and 888 catalyst types from USPTO. The task is: Predict which catalyst facilitates the given reaction. (1) Reactant: [N:1]1[NH:2][N:3]=[N:4][C:5]=1/[CH:6]=[CH:7]/[C:8]1[CH:13]=[CH:12][C:11]([CH2:14][CH:15]2[C:24]3[C:19](=[CH:20][C:21]([O:25][CH2:26][C:27]4[CH:32]=[CH:31][CH:30]=[CH:29][CH:28]=4)=[CH:22][CH:23]=3)[CH2:18][CH2:17][N:16]2[C:33]2[CH:38]=[CH:37][C:36]([F:39])=[CH:35][CH:34]=2)=[CH:10][CH:9]=1.[C:40](=O)([O-])[O-].[Cs+].[Cs+].CI. Product: [CH3:40][N:3]1[N:2]=[N:1][C:5](/[CH:6]=[CH:7]/[C:8]2[CH:13]=[CH:12][C:11]([CH2:14][CH:15]3[C:24]4[C:19](=[CH:20][C:21]([O:25][CH2:26][C:27]5[CH:32]=[CH:31][CH:30]=[CH:29][CH:28]=5)=[CH:22][CH:23]=4)[CH2:18][CH2:17][N:16]3[C:33]3[CH:34]=[CH:35][C:36]([F:39])=[CH:37][CH:38]=3)=[CH:10][CH:9]=2)=[N:4]1. The catalyst class is: 9. (2) Product: [CH3:1][O:2][C:3]([C:5]1[C:6]([CH3:25])=[C:7]([C:15]([C:17]2[CH:18]=[N:19][N:20]([CH2:23][CH3:24])[C:21]=2[O:22][C:36]([S:35][CH2:34][CH3:33])=[O:37])=[O:16])[CH:8]=[CH:9][C:10]=1[S:11]([CH3:14])(=[O:13])=[O:12])=[O:4]. Reactant: [CH3:1][O:2][C:3]([C:5]1[C:6]([CH3:25])=[C:7]([C:15]([C:17]2[CH:18]=[N:19][N:20]([CH2:23][CH3:24])[C:21]=2[OH:22])=[O:16])[CH:8]=[CH:9][C:10]=1[S:11]([CH3:14])(=[O:13])=[O:12])=[O:4].C(N(CC)CC)C.[CH3:33][CH2:34][S:35][C:36](Cl)=[O:37]. The catalyst class is: 7.